Dataset: Experimentally validated miRNA-target interactions with 360,000+ pairs, plus equal number of negative samples. Task: Binary Classification. Given a miRNA mature sequence and a target amino acid sequence, predict their likelihood of interaction. (1) The miRNA is hsa-miR-3689b-3p with sequence CUGGGAGGUGUGAUAUUGUGGU. The protein sequence of the target gene is MLDFAIFAVTFLLALVGAVLYLYPASRQAAGIPGITPTEEKDGNLPDIVNSGSLHEFLVNLHERYGPVVSFWFGRRLVVSLGTVDVLKQHINPNKTSDPFETMLKSLLRYQSGGGSVSENHMRKKLYENGVTDSLKSNFALLLKLSEELLDKWLSYPETQHVPLSQHMLGFAMKSVTQMVMGSTFEDDQEVIRFQKNHGTVWSEIGKGFLDGSLDKNMTRKKQYEDALMQLESVLRNIIKERKGRNFSQHIFIDSLVQGNLNDQQILEDSMIFSLASCIITAKLCTWAICFLTTSEEVQK.... Result: 1 (interaction). (2) The miRNA is hsa-miR-3677-3p with sequence CUCGUGGGCUCUGGCCACGGCC. The protein sequence of the target gene is MSMLFYTLITAFLIGVQAEPYTDSNVPEGDSVPEAHWTKLQHSLDTALRRARSAPAEPIAARVTGQTRNITVDPKLFKKRRLRSPRVLFSTQPPPTSSDTLDLDFQAHGTISFNRTHRSKRSSTHPVFHMGEFSVCDSVSVWVGDKTTATDIKGKEVTVLGEVNINNSVFKQYFFETKCRAPNPVESGCRGIDSKHWNSYCTTTHTFVKALTTDDKQAAWRFIRIDTACVCVLSRKAARRG. Result: 0 (no interaction). (3) The miRNA is hsa-miR-20a-5p with sequence UAAAGUGCUUAUAGUGCAGGUAG. The protein sequence of the target gene is MTSFQEVPLQTSNFAHVIFQNVAKSYLPNAHLECHYTLTPYIHPHPKDWVGIFKVGWSTARDYYTFLWSPMPEHYVEGSTVNCVLAFQGYYLPNDDGEFYQFCYVTHKGEIRGASTPFQFRASSPVEELLTMEDEGNSDMLVVTTKAGLLELKIEKTMKEKEELLKLIAVLEKETAQLREQVGRMERELNHEKERCDQLQAEQKGLTEVTQSLKMENEEFKKRFSDATSKAHQLEEDIVSVTHKAIEKETELDSLKDKLKKAQHEREQLECQLKTEKDEKELYKVHLKNTEIENTKLMSE.... Result: 1 (interaction). (4) The miRNA is mmu-miR-3061-5p with sequence CAGUGGGCCGUGAAAGGUAGCC. The protein sequence of the target gene is MALRPEDPSSGFRHGNVVAFIIEKMARHTKGPEFYFENISLSWEEVEDKLRAILEDSEVPSEVKEACTWGSLALGVRFAHRQGQLQNRRVQWLQGFAKLHRSAALVLASNLTELKEQQEMECNEATFQLQLTETSLAEVQRERDMLRWKLFHAELAPPQGQGQATVFPGLATAGGDWTEGAGEQEKEAVAAAGAAGGKGEERYAEAGPAPAEVLQGLGGGFRQPLGAIVAGKLHLCGAEGERSQVSTNSHVCLLWAWVHSLTGASSCPAPYLIHILIPMPFVRLLSHTQYTPFTSKGHRT.... Result: 0 (no interaction). (5) The miRNA is ath-miR160b with sequence UGCCUGGCUCCCUGUAUGCCA. Result: 0 (no interaction). The protein sequence of the target gene is MARGKAKEEGSWKKFIWNSEKKEFLGRTGGSWFKILLFYVIFYGCLAGIFIGTIQVMLLTISELKPTYQDRVAPPGLTQIPQIQKTEISFRPNDPKSYEAYVLNIIRFLEKYKDSAQKDDMIFEDCGNVPSEPKERGDINHERGERKVCRFKLDWLGNCSGLNDDSYGYREGKPCIIIKLNRVLGFKPKPPKNESLETYPLMMKYNPNVLPVQCTGKRDEDKDKVGNIEYFGMGGYYGFPLQYYPYYGKLLQPKYLQPLLAVQFTNLTVDTEIRVECKAYGENIGYSEKDRFQGRFDVKI.... (6) The miRNA is hsa-miR-342-3p with sequence UCUCACACAGAAAUCGCACCCGU. Result: 1 (interaction). The protein sequence of the target gene is MYGRPQAEMEQEAGELSRWQAAHQAAQDNENSAPILNMSSSSGSSGVHTSWNQGLPSIQHFPHSAEMLGSPLVSVEAPGQNVNEGGPQFSMPLPERGMSYCPQATLTPSRMIYCQRMSPPQQEMTIFSGPQLMPVGEPNIPRVARPFGGNLRMPPNGLPVSASTGIPIMSHTGNPPVPYPGLSTVPSDETLLGPTVPSTEAQAVLPSMAQMLPPQDAHDLGMPPAESQSLLVLGSQDSLVSQPDSQEGPFLPEQPGPAPQTVEKNSRPQEGTGRRGSSEARPYCCNYENCGKAYTKRSHL.... (7) The miRNA is hsa-miR-3672 with sequence AUGAGACUCAUGUAAAACAUCUU. The protein sequence of the target gene is MLKQILSEMYIDPDLLAELSEEQKQILFFKMREEQIRRWKEREAAMERKESLPVKPRPKKENGKSVHWKLGADKEVWVWVMGEHHLDKPYDVLCNEIIAERARLKAEQEAEEPRKTHSEEFTNSLKTKSQYHDLQAPDNQQTKDIWKKVAEKEELEQGSRPAPTLEEEKIRSLSSSSRNIQQMLADSINRMKAYAFHQKKESMKKKQDEEINQIEEERTKQICKSWKEDSEWQASLRKSKAADEKRRSLAKQAREDYKRLSLGAQKGRGGERLQSPLRVPQKPERPPLPPKPQFLNSGAY.... Result: 1 (interaction).